This data is from Full USPTO retrosynthesis dataset with 1.9M reactions from patents (1976-2016). The task is: Predict the reactants needed to synthesize the given product. (1) Given the product [CH3:9][C:10]1[C:14]([CH2:15][O:16][C:17]2[CH:18]=[CH:19][C:20]([S:23]([NH:8][C:5]3[CH:4]=[CH:3][C:2]([CH3:1])=[CH:7][N:6]=3)(=[O:25])=[O:24])=[CH:21][CH:22]=2)=[C:13]([CH3:27])[O:12][N:11]=1, predict the reactants needed to synthesize it. The reactants are: [CH3:1][C:2]1[CH:3]=[CH:4][C:5]([NH2:8])=[N:6][CH:7]=1.[CH3:9][C:10]1[C:14]([CH2:15][O:16][C:17]2[CH:22]=[CH:21][C:20]([S:23](Cl)(=[O:25])=[O:24])=[CH:19][CH:18]=2)=[C:13]([CH3:27])[O:12][N:11]=1. (2) The reactants are: C(O[C:4]1[CH:5]([CH3:17])[N:6]([C:10]([O:12][C:13]([CH3:16])([CH3:15])[CH3:14])=[O:11])[CH2:7][CH2:8][N:9]=1)C.[CH3:18][C:19]1[N:24]=[C:23]([C:25]([NH:27][NH2:28])=O)[CH:22]=[CH:21][CH:20]=1. Given the product [CH3:17][CH:5]1[N:6]([C:10]([O:12][C:13]([CH3:14])([CH3:15])[CH3:16])=[O:11])[CH2:7][CH2:8][N:9]2[C:25]([C:23]3[CH:22]=[CH:21][CH:20]=[C:19]([CH3:18])[N:24]=3)=[N:27][N:28]=[C:4]12, predict the reactants needed to synthesize it. (3) Given the product [OH:9][CH2:8][NH:5][C:3](=[O:4])[C:2]([CH3:7])([CH3:6])[CH3:1], predict the reactants needed to synthesize it. The reactants are: [CH3:1][C:2]([CH3:7])([CH3:6])[C:3]([NH2:5])=[O:4].[C:8](=O)([O-])[O-:9].[K+].[K+]. (4) Given the product [CH3:1][C:2]1([CH3:13])[C:10]2[C:5](=[C:6]([NH:11][C:27]([C:25]3[C:24]([CH:30]([F:32])[F:31])=[N:23][N:22]([CH3:21])[CH:26]=3)=[O:28])[CH:7]=[CH:8][CH:9]=2)[C@H:4]([CH3:12])[CH2:3]1, predict the reactants needed to synthesize it. The reactants are: [CH3:1][C:2]1([CH3:13])[C:10]2[C:5](=[C:6]([NH2:11])[CH:7]=[CH:8][CH:9]=2)[C@H:4]([CH3:12])[CH2:3]1.C(N(CC)CC)C.[CH3:21][N:22]1[CH:26]=[C:25]([C:27](Cl)=[O:28])[C:24]([CH:30]([F:32])[F:31])=[N:23]1. (5) Given the product [CH2:31]([N:8]([CH2:1][C:2]1[CH:3]=[CH:4][CH:5]=[CH:6][CH:7]=1)[C:9]1[C:14]2[N:15]=[C:16]([CH2:26][O:27][CH2:28][CH3:29])[N:17]([NH2:18])[C:13]=2[CH:12]=[C:11]([CH3:30])[N:10]=1)[C:32]1[CH:33]=[CH:34][CH:35]=[CH:36][CH:37]=1, predict the reactants needed to synthesize it. The reactants are: [CH2:1]([N:8]([CH2:31][C:32]1[CH:37]=[CH:36][CH:35]=[CH:34][CH:33]=1)[C:9]1[C:14]2[N:15]=[C:16]([CH2:26][O:27][CH2:28][CH3:29])[N:17]([NH:18]C(=O)OC(C)(C)C)[C:13]=2[CH:12]=[C:11]([CH3:30])[N:10]=1)[C:2]1[CH:7]=[CH:6][CH:5]=[CH:4][CH:3]=1.